From a dataset of Catalyst prediction with 721,799 reactions and 888 catalyst types from USPTO. Predict which catalyst facilitates the given reaction. Reactant: [F:1][C:2]1[CH:9]=[CH:8][C:7]([CH2:10][C:11]2[NH:12][C:13]([C:26]3[CH:31]=[CH:30][CH:29]=[C:28]([CH3:32])[N:27]=3)=[C:14]([C:16]3[CH:17]=[C:18]4[C:23](=[CH:24][CH:25]=3)[N:22]=[CH:21][CH:20]=[CH:19]4)[N:15]=2)=[CH:6][C:3]=1[C:4]#N.[OH:33]S(O)(=O)=O.[OH-:38].[Na+]. Product: [F:1][C:2]1[CH:9]=[CH:8][C:7]([CH2:10][C:11]2[NH:12][C:13]([C:26]3[CH:31]=[CH:30][CH:29]=[C:28]([CH3:32])[N:27]=3)=[C:14]([C:16]3[CH:17]=[C:18]4[C:23](=[CH:24][CH:25]=3)[N:22]=[CH:21][CH:20]=[CH:19]4)[N:15]=2)=[CH:6][C:3]=1[C:4]([OH:33])=[O:38]. The catalyst class is: 6.